This data is from Reaction yield outcomes from USPTO patents with 853,638 reactions. The task is: Predict the reaction yield, written as a fraction of the theoretical maximum amount of product (1.0 means a 100% yield; for example, 0.34 means a 34% yield). (1) The reactants are [CH2:1]([NH:8][C:9]1[N:14]2[N:15]=[CH:16][C:17]([C:18](O)=[O:19])=[C:13]2[N:12]=[CH:11][C:10]=1[C:21]([N:23]1[CH2:28][CH2:27][C:26]2([C:32]3[CH:33]=[CH:34][CH:35]=[CH:36][C:31]=3[O:30][CH2:29]2)[CH2:25][CH2:24]1)=[O:22])[C:2]1[CH:7]=[CH:6][CH:5]=[CH:4][CH:3]=1.[CH2:37]([S:39]([NH2:42])(=[O:41])=[O:40])[CH3:38]. No catalyst specified. The product is [CH2:1]([NH:8][C:9]1[N:14]2[N:15]=[CH:16][C:17]([C:18]([NH:42][S:39]([CH2:37][CH3:38])(=[O:41])=[O:40])=[O:19])=[C:13]2[N:12]=[CH:11][C:10]=1[C:21]([N:23]1[CH2:24][CH2:25][C:26]2([C:32]3[CH:33]=[CH:34][CH:35]=[CH:36][C:31]=3[O:30][CH2:29]2)[CH2:27][CH2:28]1)=[O:22])[C:2]1[CH:7]=[CH:6][CH:5]=[CH:4][CH:3]=1. The yield is 0.470. (2) The reactants are [O:1]1[C:10]2[C:5](=[CH:6][CH:7]=[CH:8][CH:9]=2)[C:4](=O)[CH2:3][CH2:2]1.C([O-])(=O)C.[Na+].Cl.[NH2:18][OH:19].C(=O)(O)[O-].[Na+]. The catalyst is C(O)C.O. The product is [O:1]1[C:10]2[C:5](=[CH:6][CH:7]=[CH:8][CH:9]=2)/[C:4](=[N:18]/[OH:19])/[CH2:3][CH2:2]1. The yield is 0.990. (3) The reactants are [C:1]1([CH2:7][C:8](=O)[CH2:9][C:10]2[CH:15]=[CH:14][CH:13]=[CH:12][CH:11]=2)[CH:6]=[CH:5][CH:4]=[CH:3][CH:2]=1.B(Cl)([C@@H]1[C@@H](C)[C@H]2C(C)(C)[C@H](C2)C1)[C@@H]1[C@@H](C)[C@H]2C(C)(C)[C@H](C2)C1.[O:39]1CCCC1. No catalyst specified. The product is [C:1]1([C@H:7]([OH:39])[CH2:8][CH2:9][C:10]2[CH:15]=[CH:14][CH:13]=[CH:12][CH:11]=2)[CH:6]=[CH:5][CH:4]=[CH:3][CH:2]=1. The yield is 0.610. (4) The reactants are N#N.[SH:3][CH2:4][CH2:5][CH2:6][Si:7]([O:14][CH2:15][CH3:16])([O:11][CH2:12][CH3:13])[O:8][CH2:9][CH3:10].[SiH4].[C:18](Cl)(=[O:26])[CH2:19][CH2:20][CH2:21][CH2:22][CH2:23][CH2:24][CH3:25]. The catalyst is CCCCCC.C(N(CC)CC)C. The product is [C:18]([S:3][CH2:4][CH2:5][CH2:6][Si:7]([O:14][CH2:15][CH3:16])([O:8][CH2:9][CH3:10])[O:11][CH2:12][CH3:13])(=[O:26])[CH2:19][CH2:20][CH2:21][CH2:22][CH2:23][CH2:24][CH3:25]. The yield is 0.870. (5) The reactants are Br[C:2]1[CH:3]=[C:4]2[C:8](=[CH:9][C:10]=1[Cl:11])[NH:7][CH:6]=[CH:5]2.[CH3:12][C:13]1([CH3:27])[CH2:18][O:17][B:16]([B:16]2[O:17][CH2:18][C:13]([CH3:27])([CH3:12])[CH2:14][O:15]2)[O:15][CH2:14]1.CC([O-])=O.[K+]. The catalyst is CS(C)=O. The product is [Cl:11][C:10]1[CH:9]=[C:8]2[C:4]([CH:5]=[CH:6][NH:7]2)=[CH:3][C:2]=1[B:16]1[O:17][CH2:18][C:13]([CH3:27])([CH3:12])[CH2:14][O:15]1. The yield is 0.550. (6) The reactants are [CH3:1][C:2]1[N:7]=[CH:6][C:5]([CH2:8][C:9]2[C:10](=[O:17])[N:11]=[C:12](SC)[NH:13][CH:14]=2)=[CH:4][N:3]=1.[Cl:18][C:19]1[CH:34]=[CH:33][C:22]([O:23][C:24]2[CH:29]=[CH:28][C:27]([CH2:30][CH2:31][NH2:32])=[CH:26][CH:25]=2)=[CH:21][C:20]=1[C:35]([F:38])([F:37])[F:36]. The catalyst is C(O)C. The product is [Cl:18][C:19]1[CH:34]=[CH:33][C:22]([O:23][C:24]2[CH:29]=[CH:28][C:27]([CH2:30][CH2:31][NH:32][C:12]3[NH:13][CH:14]=[C:9]([CH2:8][C:5]4[CH:4]=[N:3][C:2]([CH3:1])=[N:7][CH:6]=4)[C:10](=[O:17])[N:11]=3)=[CH:26][CH:25]=2)=[CH:21][C:20]=1[C:35]([F:36])([F:37])[F:38]. The yield is 0.655. (7) The reactants are C([O:5][C:6](=O)[CH2:7][CH:8]1[CH2:12][CH2:11][CH2:10][N:9]1[C:13]1[C:22]([N+:23]([O-])=O)=[CH:21][C:16]([C:17]([O:19][CH3:20])=[O:18])=[CH:15][N:14]=1)(C)(C)C.P(OC1C=CC=CC=1)(OC1C=CC=CC=1)OC1C=CC=CC=1. The catalyst is ClCCl.[NH4+].[O-][V](=O)=O.[Pt]. The product is [O:5]=[C:6]1[NH:23][C:22]2[CH:21]=[C:16]([C:17]([O:19][CH3:20])=[O:18])[CH:15]=[N:14][C:13]=2[N:9]2[CH2:10][CH2:11][CH2:12][CH:8]2[CH2:7]1. The yield is 0.724. (8) The reactants are CCN=C=N[CH2:6][CH2:7][CH2:8][N:9](C)C.C1C=CC2N([OH:21])N=NC=2C=1.[C:22]([NH:29][C@H:30]([C:32]([OH:34])=O)[CH3:31])([O:24][C:25]([CH3:28])([CH3:27])[CH3:26])=[O:23].N[C:36]12[C:54]3[C:49](=[CH:50][CH:51]=[CH:52][CH:53]=3)[C:48](=[O:55])C1(O)C1[C:43]([O:44]2)=[CH:42][C:41]([CH:45]([CH3:47])[CH3:46])=[CH:40]C=1. The catalyst is C(Cl)Cl. The product is [OH:21][C:36]12[C:54]3[C:49](=[CH:50][CH:51]=[CH:52][CH:53]=3)[C:48](=[O:55])[C:8]1([NH:9][C:32](=[O:34])[C@H:30]([NH:29][C:22](=[O:23])[O:24][C:25]([CH3:26])([CH3:27])[CH3:28])[CH3:31])[C:7]1[CH:6]=[CH:40][C:41]([CH:45]([CH3:47])[CH3:46])=[CH:42][C:43]=1[O:44]2. The yield is 0.770.